This data is from Catalyst prediction with 721,799 reactions and 888 catalyst types from USPTO. The task is: Predict which catalyst facilitates the given reaction. (1) Reactant: [F:1][C:2]1[CH:3]=[C:4]2[C:29](=[CH:30][CH:31]=1)[C:7]1([CH2:11][CH2:10][N:9]([CH2:12][CH2:13][CH2:14][S:15][C:16]3[N:17]([CH3:28])[C:18]([C:21]4[S:25][C:24]([CH3:26])=[N:23][C:22]=4[CH3:27])=[N:19][N:20]=3)[CH2:8]1)[CH2:6][CH2:5]2.[ClH:32].CCOCC. Product: [ClH:32].[F:1][C:2]1[CH:3]=[C:4]2[C:29](=[CH:30][CH:31]=1)[C:7]1([CH2:11][CH2:10][N:9]([CH2:12][CH2:13][CH2:14][S:15][C:16]3[N:17]([CH3:28])[C:18]([C:21]4[S:25][C:24]([CH3:26])=[N:23][C:22]=4[CH3:27])=[N:19][N:20]=3)[CH2:8]1)[CH2:6][CH2:5]2. The catalyst class is: 798. (2) Reactant: [NH2:1][C@H:2]1[CH2:21][N:6]2[C:7]3[C:12]([C:13]([CH2:14][C:15]([O:17][CH2:18][CH2:19][CH3:20])=[O:16])=[C:5]2[CH2:4][CH2:3]1)=[CH:11][CH:10]=[CH:9][CH:8]=3.[CH3:22]C(OC(OC(OC(C)(C)C)=O)=O)(C)C. Product: [CH3:22][NH:1][C@H:2]1[CH2:21][N:6]2[C:7]3[C:12]([C:13]([CH2:14][C:15]([O:17][CH2:18][CH2:19][CH3:20])=[O:16])=[C:5]2[CH2:4][CH2:3]1)=[CH:11][CH:10]=[CH:9][CH:8]=3. The catalyst class is: 5. (3) Reactant: CCN(S(F)(F)[F:7])CC.[F:10][C:11]1[CH:16]=[CH:15][C:14]([CH:17]2[CH2:22][CH2:21][CH2:20][N:19]3[N:23]=[C:24](/[CH:26]=[CH:27]/[C:28]4[CH:33]=[CH:32][C:31]([N:34]5[CH:38]=[C:37]([CH3:39])[N:36]=[CH:35]5)=[C:30]([O:40][CH3:41])[CH:29]=4)[N:25]=[C:18]23)=[CH:13][CH:12]=1.C(OCC)(=O)C.O.C(=O)(O)[O-].[Na+]. Product: [F:7][C:17]1([C:14]2[CH:13]=[CH:12][C:11]([F:10])=[CH:16][CH:15]=2)[CH2:22][CH2:21][CH2:20][N:19]2[N:23]=[C:24](/[CH:26]=[CH:27]/[C:28]3[CH:33]=[CH:32][C:31]([N:34]4[CH:38]=[C:37]([CH3:39])[N:36]=[CH:35]4)=[C:30]([O:40][CH3:41])[CH:29]=3)[N:25]=[C:18]12.[F:10][C:11]1[CH:12]=[CH:13][C:14]([C:17]2[C:18]3[N:19]([N:23]=[C:24](/[CH:26]=[CH:27]/[C:28]4[CH:33]=[CH:32][C:31]([N:34]5[CH:38]=[C:37]([CH3:39])[N:36]=[CH:35]5)=[C:30]([O:40][CH3:41])[CH:29]=4)[N:25]=3)[CH2:20][CH2:21][CH:22]=2)=[CH:15][CH:16]=1. The catalyst class is: 2. (4) The catalyst class is: 1. Product: [C:42]([O:41][C:39](=[O:40])[CH2:38][O:1][C:2]1[CH:3]=[CH:4][C:5]([O:6][C:7]2[CH:8]=[CH:9][C:10]([CH2:14][N:15]3[CH2:16][CH2:17][CH:18]([N:21]4[C@H:25]([C:26]5[CH:27]=[CH:28][CH:29]=[CH:30][CH:31]=5)[CH2:24][O:23][C:22]4=[O:32])[CH2:19][CH2:20]3)=[C:11]([CH3:13])[N:12]=2)=[CH:33][CH:34]=1)([CH3:45])([CH3:44])[CH3:43]. Reactant: [OH:1][C:2]1[CH:34]=[CH:33][C:5]([O:6][C:7]2[N:12]=[C:11]([CH3:13])[C:10]([CH2:14][N:15]3[CH2:20][CH2:19][CH:18]([N:21]4[C@H:25]([C:26]5[CH:31]=[CH:30][CH:29]=[CH:28][CH:27]=5)[CH2:24][O:23][C:22]4=[O:32])[CH2:17][CH2:16]3)=[CH:9][CH:8]=2)=[CH:4][CH:3]=1.[H-].[Na+].Br[CH2:38][C:39]([O:41][C:42]([CH3:45])([CH3:44])[CH3:43])=[O:40]. (5) Product: [NH2:13][C:14]1[N:22]=[C:21]([CH2:23][O:24][CH3:25])[CH:20]=[CH:19][C:15]=1[C:16]([NH:11][CH2:10][C:8]1[O:9][C:5]2[CH:4]=[CH:3][C:2]([Br:1])=[CH:12][C:6]=2[CH:7]=1)=[O:17]. Reactant: [Br:1][C:2]1[CH:3]=[CH:4][C:5]2[O:9][C:8]([CH2:10][NH2:11])=[CH:7][C:6]=2[CH:12]=1.[NH2:13][C:14]1[N:22]=[C:21]([CH2:23][O:24][CH3:25])[CH:20]=[CH:19][C:15]=1[C:16](O)=[O:17].C(N(CC)CC)C.F[P-](F)(F)(F)(F)F.N1(O[P+](N(C)C)(N(C)C)N(C)C)C2C=CC=CC=2N=N1. The catalyst class is: 145. (6) Reactant: [H-].[Na+].[CH3:3][C:4]1[N:5]=[CH:6][S:7][C:8]=1[C:9]1[NH:10][C:11]2[C:16]([CH:17]=1)=[CH:15][CH:14]=[CH:13][CH:12]=2.Br[CH2:19][C:20]1[C:29]2[C:24](=[C:25]([F:30])[CH:26]=[CH:27][CH:28]=2)[N:23]=[C:22]([OH:31])[CH:21]=1. Product: [F:30][C:25]1[CH:26]=[CH:27][CH:28]=[C:29]2[C:24]=1[N:23]=[C:22]([OH:31])[CH:21]=[C:20]2[CH2:19][N:10]1[C:11]2[C:16](=[CH:15][CH:14]=[CH:13][CH:12]=2)[CH:17]=[C:9]1[C:8]1[S:7][CH:6]=[N:5][C:4]=1[CH3:3]. The catalyst class is: 3. (7) Reactant: [CH2:1]([O:8][CH2:9][CH2:10][O:11][C:12]1[C:13](Br)=[C:14]([C:17]([F:20])=[CH:18][CH:19]=1)[CH:15]=[O:16])[C:2]1[CH:7]=[CH:6][CH:5]=[CH:4][CH:3]=1.[B:22]1(B2OC(C)(C)C(C)(C)O2)[O:26]C(C)(C)C(C)(C)[O:23]1.CC([O-])=O.[K+].N#N. Product: [CH2:1]([O:8][CH2:9][CH2:10][O:11][C:12]1[C:13]([B:22]([OH:26])[OH:23])=[C:14]([CH:15]=[O:16])[C:17]([F:20])=[CH:18][CH:19]=1)[C:2]1[CH:7]=[CH:6][CH:5]=[CH:4][CH:3]=1. The catalyst class is: 450. (8) Reactant: [C:1]([N:8]1[CH2:13][CH2:12][C:11](=[O:14])[CH2:10][CH2:9]1)([O:3][C:4]([CH3:7])([CH3:6])[CH3:5])=[O:2].[CH3:15][Mg+].[Br-].[NH4+].[Cl-]. Product: [OH:14][C:11]1([CH3:15])[CH2:12][CH2:13][N:8]([C:1]([O:3][C:4]([CH3:7])([CH3:6])[CH3:5])=[O:2])[CH2:9][CH2:10]1. The catalyst class is: 1.